From a dataset of Experimentally validated miRNA-target interactions with 360,000+ pairs, plus equal number of negative samples. Binary Classification. Given a miRNA mature sequence and a target amino acid sequence, predict their likelihood of interaction. (1) The miRNA is mmu-miR-125b-1-3p with sequence ACGGGUUAGGCUCUUGGGAGCU. The protein sequence of the target gene is MAEGGAADLDTQRSDIATLLKTSLRKGDTWYLVDSRWFKQWKKYVGFDSWDKYQMGDQNVYPGPIDNSGLLKDGDAQSLKEHLIDELDYILLPTEGWNKLVSWYTLMEGQEPIARKVVEQGMFVKHCKVEVYLTELKLCENGNMNNVVTRRFSKADTIDTIEKEIRKIFNIPDEKEARLWNKYMSNTFEPLNKPDSTIQDAGLYQGQVLVIEQKNEDGTWPRGPSTPKSPGASNFSTLPKISPSSLSNNYNNINNRNVKNSNYCLPSYTAYKNYDYSEPGRNNEQPGLCGLSNLGNTCFM.... Result: 0 (no interaction). (2) The miRNA is hsa-miR-5002-5p with sequence AAUUUGGUUUCUGAGGCACUUAGU. The protein sequence of the target gene is MSDSPAGSNPRTPESSGSGSGGGGKRPAVPAAVSLLPPADPLRQANRLPIRVLKMLSAHTGHLLHPEYLQPLSSTPVSPIELDAKKSPLALLAQTCSQIGKPDPPPSSKLNSVAAAANGLGAEKDPGRSAPGAASAAAALKQLGDSPAEDKSSFKPYSKGSGGGDSRKDSGSSSVSSTSSSSSSSPGDKAGFRVPSAACPPFPPHGAPVSASSSSSSPGGSRGGSPHHSDCKNGGGVGGGELDKKDQEPKPSPEPAAVSRGGGGEPGAHGGAESGASGRKSEPPSALVGAGHVAPVSPYK.... Result: 1 (interaction). (3) The miRNA is hsa-miR-542-3p with sequence UGUGACAGAUUGAUAACUGAAA. The protein sequence of the target gene is MRRLICKRICDYKSFDDEESVDGNRPSSAASAFKVPAPKTPGNPVSSARKPGSAGGPKVGGPSKEGGAGAVDEDDFIKAFTDVPSVQIYSSRELEETLNKIREILSDDKHDWDQRANALKKIRSLLVAGAAQYDCFFQHLRLLDGALKLSAKDLRSQVVREACITVAHLSTVLGNKFDHGAEAIVPTLFNLVPNSAKVMATSGCAAIRFIIRHTHVPRLIPLITSNCTSKSVPVRRRSFEFLDLLLQEWQTHSLERHAAVLVETIKKGIHDADAEARVEARKTYMGLRNHFPGEAETLYN.... Result: 0 (no interaction). (4) The miRNA is hsa-miR-487b-3p with sequence AAUCGUACAGGGUCAUCCACUU. The protein sequence of the target gene is MAASMCDVFSFCVGVAGRARVSVEVRFVSSAKGKGLFATQLIRKGETIFVERPLVAAQFLWNALYRYRACDHCLRALEKAEENAQRLTGKPGQVLPHPELCTVRKDLHQNCPHCQVMYCSAECRLAATEQYHQVLCPGPSQDDPLHPLNKLQEAWRSIHYPPETASIMLMARMVATVKQAKDKDRWIRLFSQFCNKTANEEEEIVHKLLGDKFKGQLELLRRLFTEALYEEAVSQWFTPDGFRSLFALVGTNGQGIGTSSLSQWVHACDTLELKPQDREQLDAFIDQLYKDIEAATGEFL.... Result: 0 (no interaction). (5) The miRNA is hsa-miR-345-3p with sequence GCCCUGAACGAGGGGUCUGGAG. The protein sequence of the target gene is MAENKGGGEAESGGGGSGSAPVTAGAAGPTAQEAEPPLAAVLVEEEEEEGGRAGAEGGAAGPDDGGVAAASSSSAPAASVPAASVGSAVPGGAASTPAPAAAPAPAPAPAPAPAPAPAPAPAPGSSSGPPLGPPASLLDTCAVCQQSLQSRREAEPKLLPCLHSFCLRCLPEPERQLSVPIPGGSNGDVQQVGVIRCPVCRQECRQIDLVDNYFVKDTSEAPSSSDEKSEQVCTSCEDNASAVGFCVECGEWLCKTCIEAHQRVKFTKDHLIRKKEDVSESVGTSGQRPVFCPVHKQEQL.... Result: 0 (no interaction). (6) The miRNA is hsa-miR-4490 with sequence UCUGGUAAGAGAUUUGGGCAUA. The protein sequence of the target gene is MVKLLVAKILCMVGVFFFMLLGSLLPVKIIETDFEKAHRSKKILSLCNTFGGGVFLATCFNALLPAVREKLQKVLSLGHISTDYPLAETILLLGFFMTVFLEQLILTFRKEKPSFIDLETFNAGSDVGSDSEYESPFMGGARGHALYVEPHGHGPSLSVQGLSRASPVRLLSLAFALSAHSVFEGLALGLQEEGEKVVSLFVGVAVHETLVAVALGISMARSAMPLRDAAKLAVTVSAMIPLGIGLGLGIESAQGVPGSVASVLLQGLAGGTFLFITFLEILAKELEEKSDRLLKVLFLV.... Result: 0 (no interaction). (7) The miRNA is hsa-miR-3663-5p with sequence GCUGGUCUGCGUGGUGCUCGG. The protein sequence of the target gene is MRLLAAALLLLLLALCASRVDGSKCKCSRKGPKIRYSDVKKLEMKPKYPHCEEKMVIVTTKSMSRYRGQEHCLHPKLQSTKRFIKWYNAWNEKRRVYEE. Result: 0 (no interaction).